From a dataset of Reaction yield outcomes from USPTO patents with 853,638 reactions. Predict the reaction yield, written as a fraction of the theoretical maximum amount of product (1.0 means a 100% yield; for example, 0.34 means a 34% yield). The reactants are C([Mg]Cl)(C)C.Br[C:7]1[C:12]([F:13])=[CH:11][CH:10]=[CH:9][N:8]=1.[Cl:14][C:15]1[N:20]=[C:19](I)[C:18]([NH2:22])=[CH:17][CH:16]=1. The catalyst is C1COCC1.[Cl-].[Zn+2].[Cl-].C1C=CC([P]([Pd]([P](C2C=CC=CC=2)(C2C=CC=CC=2)C2C=CC=CC=2)([P](C2C=CC=CC=2)(C2C=CC=CC=2)C2C=CC=CC=2)[P](C2C=CC=CC=2)(C2C=CC=CC=2)C2C=CC=CC=2)(C2C=CC=CC=2)C2C=CC=CC=2)=CC=1. The product is [Cl:14][C:15]1[N:20]=[C:19]([C:7]2[C:12]([F:13])=[CH:11][CH:10]=[CH:9][N:8]=2)[C:18]([NH2:22])=[CH:17][CH:16]=1. The yield is 0.690.